Dataset: Full USPTO retrosynthesis dataset with 1.9M reactions from patents (1976-2016). Task: Predict the reactants needed to synthesize the given product. (1) Given the product [Cl:12][C:9]1[CH:8]=[C:4]([C:5]([N:13]2[CH2:18][CH2:17][CH2:16][C@@H:15]3[C:19]4[CH:20]=[CH:21][CH:22]=[CH:23][C:24]=4[CH2:25][C@H:14]23)=[O:7])[CH:3]=[C:2]([Cl:1])[C:10]=1[OH:11], predict the reactants needed to synthesize it. The reactants are: [Cl:1][C:2]1[CH:3]=[C:4]([CH:8]=[C:9]([Cl:12])[C:10]=1[OH:11])[C:5]([OH:7])=O.[NH:13]1[CH2:18][CH2:17][CH2:16][C@@H:15]2[C:19]3[CH:20]=[CH:21][CH:22]=[CH:23][C:24]=3[CH2:25][C@H:14]12.F[P-](F)(F)(F)(F)F.N1(OC(N(C)C)=[N+](C)C)C2N=CC=CC=2N=N1. (2) Given the product [ClH:59].[ClH:76].[CH3:28][O:29][C:30](=[O:44])[CH:31]([NH:32][CH:6]1[CH2:7][CH2:8][C:3]([N:2]([CH3:16])[CH3:1])([C:10]2[CH:15]=[CH:14][CH:13]=[CH:12][CH:11]=2)[CH2:4][CH2:5]1)[CH2:33][C:34]1[C:42]2[C:37](=[CH:38][CH:39]=[C:40]([F:43])[CH:41]=2)[NH:36][CH:35]=1, predict the reactants needed to synthesize it. The reactants are: [CH3:1][N:2]([CH3:16])[C:3]1([C:10]2[CH:15]=[CH:14][CH:13]=[CH:12][CH:11]=2)[CH2:8][CH2:7][C:6](=O)[CH2:5][CH2:4]1.S([O-])([O-])(=O)=O.[Na+].[Na+].C(O)(=O)C.[CH3:28][O:29][C:30](=[O:44])[C@H:31]([CH2:33][C:34]1[C:42]2[C:37](=[CH:38][CH:39]=[C:40]([F:43])[CH:41]=2)[NH:36][CH:35]=1)[NH2:32].C(O[BH-](OC(=O)C)OC(=O)C)(=O)C.[Na+].[Cl:59][Si](C)(C)C.C1(N)C(F)=C(F)C(F)=C(N)C=1F.[ClH:76].Cl.